This data is from Forward reaction prediction with 1.9M reactions from USPTO patents (1976-2016). The task is: Predict the product of the given reaction. Given the reactants [F:1][C:2]1[CH:24]=[C:23]([N+:25]([O-])=O)[CH:22]=[C:21]([F:28])[C:3]=1[O:4][C:5]1[N:9]([CH3:10])[N:8]=[C:7]([CH3:11])[C:6]=1[C:12]1[C:17]([F:18])=[CH:16][C:15]([F:19])=[CH:14][C:13]=1[F:20].[Cl-].[NH4+].O, predict the reaction product. The product is: [CH3:10][N:9]1[C:5]([O:4][C:3]2[C:2]([F:1])=[CH:24][C:23]([NH2:25])=[CH:22][C:21]=2[F:28])=[C:6]([C:12]2[C:13]([F:20])=[CH:14][C:15]([F:19])=[CH:16][C:17]=2[F:18])[C:7]([CH3:11])=[N:8]1.